From a dataset of Reaction yield outcomes from USPTO patents with 853,638 reactions. Predict the reaction yield, written as a fraction of the theoretical maximum amount of product (1.0 means a 100% yield; for example, 0.34 means a 34% yield). (1) The reactants are [F:1][C:2]([F:15])([O:6][C:7]1[CH:8]=[C:9]([CH:12]=[CH:13][CH:14]=1)[CH:10]=[O:11])[CH:3]([F:5])[F:4].[O:16]([C:23]1[CH:24]=[C:25]([NH:29][CH2:30][CH:31](O)[C:32]([F:35])([F:34])[F:33])[CH:26]=[CH:27][CH:28]=1)[C:17]1[CH:22]=[CH:21][CH:20]=[CH:19][CH:18]=1. The catalyst is [Zn+2].[I-].[I-].C1(C)C=CC=CC=1. The product is [O:16]([C:23]1[CH:24]=[C:25]([N:29]2[CH2:30][CH:31]([C:32]([F:33])([F:34])[F:35])[O:11][CH:10]2[C:9]2[CH:12]=[CH:13][CH:14]=[C:7]([O:6][C:2]([F:15])([F:1])[CH:3]([F:4])[F:5])[CH:8]=2)[CH:26]=[CH:27][CH:28]=1)[C:17]1[CH:18]=[CH:19][CH:20]=[CH:21][CH:22]=1. The yield is 0.920. (2) The reactants are S([CH2:11][N+:12]#[C-])(C1C=CC(C)=CC=1)(=O)=O.O=[C:15]1[CH2:21][CH:20]2[N:22]([C:23]([O:25][CH2:26][CH3:27])=[O:24])[CH:17]([CH2:18][CH2:19]2)[CH2:16]1.CC([O-])(C)C.[K+].O. The catalyst is C(COC)OC.C(O)C. The product is [C:11]([CH:15]1[CH2:21][CH:20]2[N:22]([C:23]([O:25][CH2:26][CH3:27])=[O:24])[CH:17]([CH2:18][CH2:19]2)[CH2:16]1)#[N:12]. The yield is 0.600. (3) The reactants are [C:1]([O:8][CH3:9])(=[O:7])/[CH:2]=[CH:3]/[C:4]([OH:6])=[O:5].[CH2:10]([NH:14][C:15](=[O:18])[CH2:16]Cl)[CH2:11][CH2:12][CH3:13]. The catalyst is CN1C(=O)CCC1. The product is [C:4]([O:6][CH2:16][C:15](=[O:18])[NH:14][CH2:10][CH2:11][CH2:12][CH3:13])(=[O:5])/[CH:3]=[CH:2]/[C:1]([O:8][CH3:9])=[O:7]. The yield is 0.210. (4) The reactants are [OH-].[Na+].[NH:3]([C:56]([O:58][C:59]([CH3:62])([CH3:61])[CH3:60])=[O:57])[C@H:4]([C:9]([NH:11][C@H:12]([C:17]([NH:19][C@H:20]([C:36]([NH:38][C@H:39]([C:44]([NH:46][C@H:47]([C:52]([O:54]C)=[O:53])[CH2:48][CH:49]([CH3:51])[CH3:50])=[O:45])[CH2:40][CH:41]([CH3:43])[CH3:42])=[O:37])[CH2:21][CH2:22][CH2:23][CH2:24][NH:25][C:26]([O:28][CH2:29][C:30]1[CH:35]=[CH:34][CH:33]=[CH:32][CH:31]=1)=[O:27])=[O:18])[CH2:13][CH:14]([CH3:16])[CH3:15])=[O:10])[CH2:5][CH:6]([CH3:8])[CH3:7].C1COCC1.C(O)=O. The catalyst is O.C(OCC)(=O)C. The product is [NH:3]([C:56]([O:58][C:59]([CH3:62])([CH3:61])[CH3:60])=[O:57])[C@H:4]([C:9]([NH:11][C@H:12]([C:17]([NH:19][C@H:20]([C:36]([NH:38][C@H:39]([C:44]([NH:46][C@H:47]([C:52]([OH:54])=[O:53])[CH2:48][CH:49]([CH3:50])[CH3:51])=[O:45])[CH2:40][CH:41]([CH3:42])[CH3:43])=[O:37])[CH2:21][CH2:22][CH2:23][CH2:24][NH:25][C:26]([O:28][CH2:29][C:30]1[CH:35]=[CH:34][CH:33]=[CH:32][CH:31]=1)=[O:27])=[O:18])[CH2:13][CH:14]([CH3:16])[CH3:15])=[O:10])[CH2:5][CH:6]([CH3:8])[CH3:7]. The yield is 0.975. (5) The reactants are [C:1]1([N:7]2[C:12](=[O:13])[C:11]([C:14]3[CH:19]=[CH:18][C:17]([F:20])=[CH:16][CH:15]=3)=[C:10](OS(C(F)(F)F)(=O)=O)[CH:9]=[N:8]2)[CH:6]=[CH:5][CH:4]=[CH:3][CH:2]=1.[CH3:29][S:30][C:31]1[CH:36]=[CH:35][C:34](B(O)O)=[CH:33][CH:32]=1. No catalyst specified. The product is [C:1]1([N:7]2[C:12](=[O:13])[C:11]([C:14]3[CH:15]=[CH:16][C:17]([F:20])=[CH:18][CH:19]=3)=[C:10]([C:34]3[CH:35]=[CH:36][C:31]([S:30][CH3:29])=[CH:32][CH:33]=3)[CH:9]=[N:8]2)[CH:6]=[CH:5][CH:4]=[CH:3][CH:2]=1. The yield is 0.920. (6) The catalyst is CO. The product is [CH3:3][O:4][C:5]([C:7]1[S:11][CH:10]=[N:9][C:8]=1[SH:12])=[O:6]. The yield is 0.460. The reactants are [OH-].[Na+].[CH3:3][O:4][C:5]([C:7]1[S:11][CH:10]=[N:9][C:8]=1[S:12]CCC(OC)=O)=[O:6]. (7) The reactants are NC(C)[C:3]([OH:5])=O.FC1[CH:16]=[C:15]([C:17]2[N:22]=[C:21]3[N:23]([CH2:26][C:27]4[CH:28]=[C:29]5[C:34](=[CH:35][CH:36]=4)[N:33]=[CH:32][CH:31]=[CH:30]5)[N:24]=[N:25][C:20]3=[CH:19][CH:18]=2)[CH:14]=CC=1C([O-])=O.C([N:39]([CH:43]([CH3:45])[CH3:44])[CH:40]([CH3:42])C)C.CN([C:49]([O:53]N1N=NC2C=CC=NC1=2)=[N+](C)C)C.[F:63][P-](F)(F)(F)(F)F. The catalyst is CO.S(Cl)(Cl)=O.O. The product is [F:63][C:45]1[CH:14]=[C:15]([C:17]2[N:22]=[C:21]3[N:23]([CH2:26][C:27]4[CH:28]=[C:29]5[C:34](=[CH:35][CH:36]=4)[N:33]=[CH:32][CH:31]=[CH:30]5)[N:24]=[N:25][C:20]3=[CH:19][CH:18]=2)[CH:16]=[CH:44][C:43]=1[NH:39][CH2:40][CH2:42][C:3]([O:53][CH3:49])=[O:5]. The yield is 0.440.